Predict the reaction yield, written as a fraction of the theoretical maximum amount of product (1.0 means a 100% yield; for example, 0.34 means a 34% yield). From a dataset of Reaction yield outcomes from USPTO patents with 853,638 reactions. (1) The reactants are [OH:1][CH2:2][C:3]1[CH:4]=[C:5]([CH2:11][OH:12])[CH:6]=[CH:7][C:8]=1[CH2:9][OH:10].[N+:13]([C:16]1[CH:23]=[CH:22][C:19]([CH:20]=O)=[CH:18][CH:17]=1)([O-:15])=[O:14]. The catalyst is O.[O-2].[O-2].[O-2].O=[Si]=O.O=[Si]=O.O=[Si]=O.O=[Si]=O.[Al+3].[Al+3].C1(C)C=CC=CC=1. The product is [N+:13]([C:16]1[CH:23]=[CH:22][C:19]([CH:20]2[O:1][CH2:2][C:3]3[CH:4]=[C:5]([CH2:11][OH:12])[CH:6]=[CH:7][C:8]=3[CH2:9][O:10]2)=[CH:18][CH:17]=1)([O-:15])=[O:14]. The yield is 0.580. (2) The reactants are [C:1]([O:5][C:6]([N:8]1[CH2:13][CH2:12][C@@H:11]([C:14](O)=O)[C@H:10]([C:17]2[CH:22]=[CH:21][CH:20]=[CH:19][C:18]=2[CH3:23])[CH2:9]1)=[O:7])([CH3:4])([CH3:3])[CH3:2].Cl.[F:25][C:26]([F:41])([F:40])[C:27]1[CH:28]=[C:29]([CH2:37][NH:38][CH3:39])[CH:30]=[C:31]([C:33]([F:36])([F:35])[F:34])[CH:32]=1.CCN=C=NCCCN(C)C.Cl.C1C=CC2N(O)N=NC=2C=1.[OH2:64]. The catalyst is CC#N.O.CCN(CC)CC. The product is [F:25][C:26]([F:40])([F:41])[C:27]1[CH:28]=[C:29]([CH:30]=[C:31]([C:33]([F:36])([F:35])[F:34])[CH:32]=1)[CH2:37][N:38]([CH3:39])[C:14]([C@@H:11]1[CH2:12][CH2:13][N:8]([C:6]([O:5][C:1]([CH3:4])([CH3:3])[CH3:2])=[O:7])[CH2:9][C@H:10]1[C:17]1[CH:22]=[CH:21][CH:20]=[CH:19][C:18]=1[CH3:23])=[O:64]. The yield is 0.680. (3) The reactants are [CH2:1]([O:3][C:4]1[CH:5]=[C:6]([CH:10]2[CH2:15][CH2:14][CH2:13][NH:12][CH2:11]2)[CH:7]=[CH:8][CH:9]=1)[CH3:2].[F:16][C:17]([F:22])([F:21])[C@@H:18]1[CH2:20][O:19]1. The catalyst is C(#N)C. The product is [CH2:1]([O:3][C:4]1[CH:5]=[C:6]([CH:10]2[CH2:15][CH2:14][CH2:13][N:12]([CH2:20][C@H:18]([OH:19])[C:17]([F:22])([F:21])[F:16])[CH2:11]2)[CH:7]=[CH:8][CH:9]=1)[CH3:2]. The yield is 0.200.